From a dataset of Full USPTO retrosynthesis dataset with 1.9M reactions from patents (1976-2016). Predict the reactants needed to synthesize the given product. (1) Given the product [CH3:40][C:18]1[CH:19]=[C:20]([C:23]([N:25]2[CH2:34][C:33]3[CH:32]=[N:31][N:30]([CH3:35])[C:29]=3[NH:28][C:27]3[CH:36]=[CH:37][CH:38]=[CH:39][C:26]2=3)=[O:24])[CH:21]=[CH:22][C:17]=1[CH2:16][CH2:15][C:14]([N:11]1[CH2:10][CH2:9][NH:8][CH2:13][CH2:12]1)=[O:41], predict the reactants needed to synthesize it. The reactants are: C(OC([N:8]1[CH2:13][CH2:12][N:11]([C:14](=[O:41])[CH2:15][CH2:16][C:17]2[CH:22]=[CH:21][C:20]([C:23]([N:25]3[CH2:34][C:33]4[CH:32]=[N:31][N:30]([CH3:35])[C:29]=4[NH:28][C:27]4[CH:36]=[CH:37][CH:38]=[CH:39][C:26]3=4)=[O:24])=[CH:19][C:18]=2[CH3:40])[CH2:10][CH2:9]1)=O)(C)(C)C.Cl.O1CCOCC1. (2) Given the product [F:1][C:2]1[CH:3]=[C:4]2[C:8](=[CH:9][CH:10]=1)[N:7]([CH:11]1[CH2:16][CH2:15][N:14]([C:17]3([CH3:22])[CH2:21][CH2:20][N:19]([C:24]([O:25][CH3:26])=[O:27])[CH2:18]3)[CH2:13][CH2:12]1)[C:6](=[O:23])[CH2:5]2, predict the reactants needed to synthesize it. The reactants are: [F:1][C:2]1[CH:3]=[C:4]2[C:8](=[CH:9][CH:10]=1)[N:7]([CH:11]1[CH2:16][CH2:15][N:14]([C:17]3([CH3:22])[CH2:21][CH2:20][NH:19][CH2:18]3)[CH2:13][CH2:12]1)[C:6](=[O:23])[CH2:5]2.[C:24](Cl)(=[O:27])[O:25][CH3:26]. (3) Given the product [CH2:34]([O:33][C@@H:5]([CH2:6][C:7]1[CH:12]=[CH:11][C:10]([O:13][CH2:14][C:15]2[S:19][C:18]([C:20]3[CH:25]=[CH:24][C:23]([C:26]4[O:30][N:29]=[C:28]([CH3:31])[CH:27]=4)=[CH:22][CH:21]=3)=[N:17][C:16]=2[CH3:32])=[CH:9][CH:8]=1)[C:4]([OH:36])=[O:3])[CH3:35], predict the reactants needed to synthesize it. The reactants are: C([O:3][C:4](=[O:36])[C@@H:5]([O:33][CH2:34][CH3:35])[CH2:6][C:7]1[CH:12]=[CH:11][C:10]([O:13][CH2:14][C:15]2[S:19][C:18]([C:20]3[CH:25]=[CH:24][C:23]([C:26]4[O:30][N:29]=[C:28]([CH3:31])[CH:27]=4)=[CH:22][CH:21]=3)=[N:17][C:16]=2[CH3:32])=[CH:9][CH:8]=1)C.BrC1(COC2C=CC(C[C@H](OCC)C(OCC)=O)=CC=2)NC(C)=CS1.CC1C=C(C2C=CC(B3OC(C)(C)C(C)(C)O3)=CC=2)ON=1. (4) Given the product [Cl-:1].[NH2:5][C:3](=[O:4])[CH2:2][N+:6]1[CH:11]=[CH:10][CH:9]=[CH:8][CH:7]=1, predict the reactants needed to synthesize it. The reactants are: [Cl:1][CH2:2][C:3]([NH2:5])=[O:4].[N:6]1[CH:11]=[CH:10][CH:9]=[CH:8][CH:7]=1.